Dataset: Full USPTO retrosynthesis dataset with 1.9M reactions from patents (1976-2016). Task: Predict the reactants needed to synthesize the given product. (1) Given the product [Cl:1][C:2]1[CH:3]=[C:4]([C:9](=[O:10])[CH2:14][NH:15][C:16]([C:18]2[NH:19][C:20]3[C:25]([CH:26]=2)=[CH:24][C:23]([Cl:27])=[CH:22][CH:21]=3)=[O:17])[CH:5]=[CH:6][C:7]=1[Cl:8], predict the reactants needed to synthesize it. The reactants are: [Cl:1][C:2]1[CH:3]=[C:4]([C:9]2([CH2:14][NH:15][C:16]([C:18]3[NH:19][C:20]4[C:25]([CH:26]=3)=[CH:24][C:23]([Cl:27])=[CH:22][CH:21]=4)=[O:17])OCC[O:10]2)[CH:5]=[CH:6][C:7]=1[Cl:8].C(#N)C.O. (2) Given the product [Cl:35][C:32]1[CH:31]=[CH:30][C:29]([N:21]2[C:20]([CH:13]([CH:14]3[CH2:19][CH2:18][CH2:17][CH2:16][CH2:15]3)[CH2:12][O:11][C:7]3[C:6]([CH3:36])=[CH:5][C:4]([C:3]([OH:37])=[O:2])=[CH:9][C:8]=3[CH3:10])=[C:28]3[C:23]([CH:24]=[CH:25][CH:26]=[CH:27]3)=[N:22]2)=[CH:34][CH:33]=1, predict the reactants needed to synthesize it. The reactants are: C[O:2][C:3](=[O:37])[C:4]1[CH:9]=[C:8]([CH3:10])[C:7]([O:11][CH2:12][CH:13]([C:20]2[N:21]([C:29]3[CH:34]=[CH:33][C:32]([Cl:35])=[CH:31][CH:30]=3)[N:22]=[C:23]3[C:28]=2[CH:27]=[CH:26][CH:25]=[CH:24]3)[CH:14]2[CH2:19][CH2:18][CH2:17][CH2:16][CH2:15]2)=[C:6]([CH3:36])[CH:5]=1.[OH-].[Li+]. (3) Given the product [C:1]([C:5]1[CH:6]=[C:7]([NH:11][C:12]2[N:16]([CH3:17])[C:15]3[CH:18]=[CH:19][C:20]([O:22][C:23]4([CH:35]5[CH2:36][CH2:37][NH:32][CH:33]([CH2:38][CH2:39][NH:40][CH:44]=[O:48])[CH2:34]5)[CH:28]=[CH:27][CH:26]=[CH:25][NH:24]4)=[CH:21][C:14]=3[N:13]=2)[CH:8]=[CH:9][CH:10]=1)([CH3:2])([CH3:4])[CH3:3], predict the reactants needed to synthesize it. The reactants are: [C:1]([C:5]1[CH:6]=[C:7]([NH:11][C:12]2[N:16]([CH3:17])[C:15]3[CH:18]=[CH:19][C:20]([O:22][C:23]4(C(O)=O)[CH:28]=[CH:27][CH:26]=[CH:25][NH:24]4)=[CH:21][C:14]=3[N:13]=2)[CH:8]=[CH:9][CH:10]=1)([CH3:4])([CH3:3])[CH3:2].[NH:32]1[CH2:37][CH2:36][CH2:35][CH2:34][CH:33]1[CH2:38][CH2:39][NH2:40].CN([C:44]([O:48]N1N=NC2C=CC=CC1=2)=[N+](C)C)C.F[P-](F)(F)(F)(F)F.C(N(CC)C(C)C)(C)C. (4) The reactants are: [CH2:1]([O:3][CH:4]([O:14][CH2:15][CH3:16])[CH:5]1[CH2:10][C:9]([CH3:12])([CH3:11])[CH2:8][CH2:7][C:6]1=[O:13])[CH3:2].[Cl:17][C:18]1[CH:23]=[CH:22][C:21]([Mg]Br)=[CH:20][CH:19]=1. Given the product [Cl:17][C:18]1[CH:23]=[CH:22][C:21]([C:6]2([OH:13])[CH2:7][CH2:8][C:9]([CH3:12])([CH3:11])[CH2:10][CH:5]2[CH:4]([O:3][CH2:1][CH3:2])[O:14][CH2:15][CH3:16])=[CH:20][CH:19]=1, predict the reactants needed to synthesize it. (5) The reactants are: [Cl:1][C:2]1[CH:3]=[C:4]([B:9]([OH:11])[OH:10])[CH:5]=[CH:6][C:7]=1[F:8].[NH:12]([CH2:16][CH2:17]O)[CH2:13][CH2:14]O. Given the product [Cl:1][C:2]1[CH:3]=[C:4]([B:9]2[O:10][CH2:17][CH2:16][NH:12][CH2:13][CH2:14][O:11]2)[CH:5]=[CH:6][C:7]=1[F:8], predict the reactants needed to synthesize it.